Dataset: Full USPTO retrosynthesis dataset with 1.9M reactions from patents (1976-2016). Task: Predict the reactants needed to synthesize the given product. (1) Given the product [CH2:10]([C:14]1[S:15][C:16]([S:1]([NH2:6])(=[O:4])=[O:2])=[CH:17][C:18]=1[CH3:19])[CH:11]([CH3:13])[CH3:12], predict the reactants needed to synthesize it. The reactants are: [S:1](=[O:4])(=O)=[O:2].C[N:6](C)C=O.[CH2:10]([C:14]1[S:15][CH:16]=[CH:17][C:18]=1[CH3:19])[CH:11]([CH3:13])[CH3:12].S(Cl)(Cl)=O. (2) Given the product [Cl:1][C:2]1[CH:3]=[C:4]([S:8][C:12]2[C:16]3[CH:17]=[CH:18][CH:19]=[CH:20][C:15]=3[S:14][C:13]=2[N+:21]([O-:23])=[O:22])[CH:5]=[CH:6][CH:7]=1, predict the reactants needed to synthesize it. The reactants are: [Cl:1][C:2]1[CH:3]=[C:4]([SH:8])[CH:5]=[CH:6][CH:7]=1.[OH-].[Na+].Br[C:12]1[C:16]2[CH:17]=[CH:18][CH:19]=[CH:20][C:15]=2[S:14][C:13]=1[N+:21]([O-:23])=[O:22]. (3) Given the product [C:2]([O:20][CH3:21])(=[O:1])[CH2:3][CH2:4][CH2:5][CH2:6][CH2:7][CH2:8][CH2:9]/[CH:10]=[CH:11]\[CH2:12][CH2:13][CH2:14][CH2:15][CH2:16][CH2:17][CH2:18][CH3:19], predict the reactants needed to synthesize it. The reactants are: [O:1]=[C:2]([O:20][CH2:21][CH:21]([O:20][C:2](=[O:1])[CH2:3][CH2:4][CH2:5][CH2:6][CH2:7][CH2:8][CH2:9]/[CH:10]=[CH:11]\[CH2:12][CH2:13][CH2:14][CH2:15][CH2:16][CH2:17][CH2:18][CH3:19])[CH2:21][O:20][C:2](=[O:1])[CH2:3][CH2:4][CH2:5][CH2:6][CH2:7][CH2:8][CH2:9]/[CH:10]=[CH:11]\[CH2:12][CH2:13][CH2:14][CH2:15][CH2:16][CH2:17][CH2:18][CH3:19])[CH2:3][CH2:4][CH2:5][CH2:6][CH2:7][CH2:8][CH2:9]/[CH:10]=[CH:11]\[CH2:12][CH2:13][CH2:14][CH2:15][CH2:16][CH2:17][CH2:18][CH3:19].CO.